This data is from Catalyst prediction with 721,799 reactions and 888 catalyst types from USPTO. The task is: Predict which catalyst facilitates the given reaction. (1) Reactant: I[C:2]1[C:7]([O:8][C:9]2[C:18]3[C:13](=[CH:14][C:15]([O:21][CH3:22])=[C:16]([O:19][CH3:20])[CH:17]=3)[N:12]=[CH:11][CH:10]=2)=[CH:6][CH:5]=[C:4]([CH3:23])[N:3]=1.[CH3:24][C:25]1[CH:30]=[CH:29][CH:28]=[CH:27][C:26]=1B(O)O.C(=O)([O-])O.[Na+]. Product: [CH3:20][O:19][C:16]1[CH:17]=[C:18]2[C:13](=[CH:14][C:15]=1[O:21][CH3:22])[N:12]=[CH:11][CH:10]=[C:9]2[O:8][C:7]1[C:2]([C:26]2[CH:27]=[CH:28][CH:29]=[CH:30][C:25]=2[CH3:24])=[N:3][C:4]([CH3:23])=[CH:5][CH:6]=1. The catalyst class is: 11. (2) Product: [CH2:38]([N:14]1[C:13]([CH2:12][N:9]2[CH2:8][CH2:7][CH:6]([C:4]([OH:5])=[O:3])[CH2:11][CH2:10]2)=[N:21][C:20]2[C:15]1=[N:16][C:17]([C:28]1[C:36]([F:37])=[CH:35][CH:34]=[C:33]3[C:29]=1[CH:30]=[CH:31][NH:32]3)=[N:18][C:19]=2[N:22]1[CH2:23][CH2:24][O:25][CH2:26][CH2:27]1)[CH3:39]. Reactant: C([O:3][C:4]([CH:6]1[CH2:11][CH2:10][N:9]([CH2:12][C:13]2[N:14]([CH2:38][CH3:39])[C:15]3[C:20]([N:21]=2)=[C:19]([N:22]2[CH2:27][CH2:26][O:25][CH2:24][CH2:23]2)[N:18]=[C:17]([C:28]2[C:36]([F:37])=[CH:35][CH:34]=[C:33]4[C:29]=2[CH:30]=[CH:31][NH:32]4)[N:16]=3)[CH2:8][CH2:7]1)=[O:5])C.[OH-].[Li+]. The catalyst class is: 1. (3) Reactant: [C:1]([O:5][C:6]([N:8]1[CH2:13][CH2:12][CH2:11][CH:10](C(O)=O)[CH2:9]1)=[O:7])([CH3:4])([CH3:3])[CH3:2].C1(P(N=[N+]=[N-])(C2C=CC=CC=2)=[O:24])C=CC=CC=1.[NH2:34][C:35]1[CH:44]=[CH:43][CH:42]=[C:41]2[C:36]=1[CH:37]=[CH:38][N:39]=[CH:40]2.C([N:47]([CH2:50]C)CC)C. Product: [C:1]([O:5][C:6]([N:8]1[CH2:13][CH2:12][CH2:11][CH:10]([NH:47][C:50]([NH:34][C:35]2[CH:44]=[CH:43][CH:42]=[C:41]3[C:36]=2[CH:37]=[CH:38][N:39]=[CH:40]3)=[O:24])[CH2:9]1)=[O:7])([CH3:2])([CH3:3])[CH3:4]. The catalyst class is: 11. (4) Reactant: Cl[CH2:2][CH2:3][O:4][C:5]1[CH:10]=[CH:9][CH:8]=[CH:7][C:6]=1[C:11]([NH:16][C:17]1[C:18](=[O:36])[N:19]([C:23]2[CH:24]=[C:25]([CH:32]=[CH:33][C:34]=2[CH3:35])[C:26]([NH:28][CH:29]2[CH2:31][CH2:30]2)=[O:27])[CH:20]=[CH:21][N:22]=1)([CH2:14][CH3:15])[CH2:12][CH3:13].[CH2:37]([NH2:39])[CH3:38]. Product: [CH:29]1([NH:28][C:26](=[O:27])[C:25]2[CH:32]=[CH:33][C:34]([CH3:35])=[C:23]([N:19]3[CH:20]=[CH:21][N:22]=[C:17]([NH:16][C:11]([CH2:14][CH3:15])([C:6]4[CH:7]=[CH:8][CH:9]=[CH:10][C:5]=4[O:4][CH2:3][CH2:2][NH:39][CH2:37][CH3:38])[CH2:12][CH3:13])[C:18]3=[O:36])[CH:24]=2)[CH2:31][CH2:30]1. The catalyst class is: 6. (5) Reactant: [H-].[Na+].[O:3]([CH2:10][CH:11]1[NH:16][C:15](=[S:17])[CH2:14][CH2:13][CH2:12]1)[C:4]1[CH:9]=[CH:8][CH:7]=[CH:6][CH:5]=1.[CH3:18]I. Product: [CH3:18][N:16]1[CH:11]([CH2:10][O:3][C:4]2[CH:5]=[CH:6][CH:7]=[CH:8][CH:9]=2)[CH2:12][CH2:13][CH2:14][C:15]1=[S:17]. The catalyst class is: 7. (6) Reactant: I.[CH3:2][N:3]1[C:8](=[O:9])[N:7]2[CH:10]=[N:11][C:12]([C:13](=[NH:23])[NH:14][CH2:15][C:16](=O)[C:17]3[S:18][CH:19]=[CH:20][CH:21]=3)=[C:6]2[N:5]=[N:4]1.I. Product: [CH3:2][N:3]1[C:8](=[O:9])[N:7]2[CH:10]=[N:11][C:12]([C:13]3[NH:14][CH:15]=[C:16]([C:17]4[S:18][CH:19]=[CH:20][CH:21]=4)[N:23]=3)=[C:6]2[N:5]=[N:4]1. The catalyst class is: 33.